Task: Predict the reaction yield, written as a fraction of the theoretical maximum amount of product (1.0 means a 100% yield; for example, 0.34 means a 34% yield).. Dataset: Reaction yield outcomes from USPTO patents with 853,638 reactions (1) The reactants are [NH2:1][C:2]1[CH:17]=[C:16]([F:18])[C:15]([F:19])=[CH:14][C:3]=1[C:4]([NH:6][C:7]1[CH:12]=[CH:11][CH:10]=[CH:9][C:8]=1[Cl:13])=[O:5].[Cl:20][CH2:21][C:22](Cl)=O. The catalyst is C(O)(=O)C. The product is [Cl:20][CH2:21][C:22]1[N:6]([C:7]2[CH:12]=[CH:11][CH:10]=[CH:9][C:8]=2[Cl:13])[C:4](=[O:5])[C:3]2[C:2](=[CH:17][C:16]([F:18])=[C:15]([F:19])[CH:14]=2)[N:1]=1. The yield is 0.260. (2) The reactants are Cl[C:2]1[N:3]=[C:4]([NH:15][CH2:16][C:17]2[CH:18]=[N:19][C:20]3[C:25]([CH:26]=2)=[CH:24][CH:23]=[CH:22][CH:21]=3)[C:5]2[CH2:10][N:9]([CH:11]([CH3:13])[CH3:12])[C:8](=[O:14])[C:6]=2[N:7]=1.[CH3:27][C@H:28]1[CH2:33][NH:32][CH2:31][CH2:30][N:29]1[C:34]([O:36][C:37]([CH3:40])([CH3:39])[CH3:38])=[O:35].CCN(C(C)C)C(C)C. The catalyst is CCCCO. The product is [CH:11]([N:9]1[CH2:10][C:5]2[C:4]([NH:15][CH2:16][C:17]3[CH:18]=[N:19][C:20]4[C:25]([CH:26]=3)=[CH:24][CH:23]=[CH:22][CH:21]=4)=[N:3][C:2]([N:32]3[CH2:31][CH2:30][N:29]([C:34]([O:36][C:37]([CH3:40])([CH3:39])[CH3:38])=[O:35])[C@@H:28]([CH3:27])[CH2:33]3)=[N:7][C:6]=2[C:8]1=[O:14])([CH3:13])[CH3:12]. The yield is 0.538. (3) The reactants are FC(F)(F)C(O)=O.C(OC(=O)[NH:14][C:15]1[CH:16]=[N:17][C:18]([Cl:23])=[C:19]([Br:22])[C:20]=1[I:21])(C)(C)C. The catalyst is C(Cl)Cl. The product is [Br:22][C:19]1[C:20]([I:21])=[C:15]([NH2:14])[CH:16]=[N:17][C:18]=1[Cl:23]. The yield is 0.780. (4) The reactants are [C:1]([O:5][C@@H:6]([C:12]1[C:13]([CH3:34])=[N:14][C:15]([CH3:33])=[C:16]([C:26]2[CH:31]=[CH:30][C:29](O)=[CH:28][CH:27]=2)[C:17]=1[N:18]1[CH2:23][CH2:22][C:21]([CH3:25])([CH3:24])[CH2:20][CH2:19]1)[C:7]([O:9]CC)=[O:8])([CH3:4])([CH3:3])[CH3:2].[C:35]1([CH3:44])[CH:40]=[CH:39][C:38]([CH2:41][CH2:42][OH:43])=[CH:37][CH:36]=1.C1C=CC(P(C2C=CC=CC=2)C2C=CC=CC=2)=CC=1.CCOC(/N=N/C(OCC)=O)=O.[OH-].[Na+]. The catalyst is C1COCC1.CO. The product is [C:1]([O:5][C@@H:6]([C:12]1[C:13]([CH3:34])=[N:14][C:15]([CH3:33])=[C:16]([C:26]2[CH:27]=[CH:28][C:29]([O:43][CH2:42][CH2:41][C:38]3[CH:39]=[CH:40][C:35]([CH3:44])=[CH:36][CH:37]=3)=[CH:30][CH:31]=2)[C:17]=1[N:18]1[CH2:19][CH2:20][C:21]([CH3:25])([CH3:24])[CH2:22][CH2:23]1)[C:7]([OH:9])=[O:8])([CH3:4])([CH3:2])[CH3:3]. The yield is 0.306. (5) The reactants are O1CCCC1.[S:6]1[CH:10]=[CH:9][C:8]([CH2:11][O:12][C:13]2[CH:18]=[CH:17][C:16]([CH2:19][C:20](Cl)=[N:21][OH:22])=[CH:15][CH:14]=2)=[CH:7]1.[C:24]([C:26]1[C:27]([NH2:32])=[N:28][CH:29]=[CH:30][CH:31]=1)#[CH:25].C(N(CC)CC)C. The catalyst is O. The product is [S:6]1[CH:10]=[CH:9][C:8]([CH2:11][O:12][C:13]2[CH:18]=[CH:17][C:16]([CH2:19][C:20]3[CH:25]=[C:24]([C:26]4[C:27]([NH2:32])=[N:28][CH:29]=[CH:30][CH:31]=4)[O:22][N:21]=3)=[CH:15][CH:14]=2)=[CH:7]1. The yield is 0.240.